Task: Predict the reactants needed to synthesize the given product.. Dataset: Full USPTO retrosynthesis dataset with 1.9M reactions from patents (1976-2016) (1) Given the product [NH2:56][C:55]1[C:50]2[C:49]([C:26]3[CH:27]=[CH:28][C:23]([CH2:22][NH:21][C:6]4[N:5]=[CH:4][C:3]([C:1]#[N:2])=[CH:20][C:7]=4[C:8]([NH:10][C@H:11]([C:13]4[CH:14]=[CH:15][C:16]([F:19])=[CH:17][CH:18]=4)[CH3:12])=[O:9])=[CH:24][CH:25]=3)=[CH:48][NH:47][C:51]=2[N:52]=[CH:53][N:54]=1, predict the reactants needed to synthesize it. The reactants are: [C:1]([C:3]1[CH:4]=[N:5][C:6]([NH:21][CH2:22][C:23]2[CH:28]=[CH:27][C:26](B3OC(C)(C)C(C)(C)O3)=[CH:25][CH:24]=2)=[C:7]([CH:20]=1)[C:8]([NH:10][C@H:11]([C:13]1[CH:18]=[CH:17][C:16]([F:19])=[CH:15][CH:14]=1)[CH3:12])=[O:9])#[N:2].C1(S([N:47]2[C:51]3[N:52]=[CH:53][N:54]=[C:55]([NH2:56])[C:50]=3[C:49](I)=[CH:48]2)(=O)=O)C=CC=CC=1.ClCCl.CN(C)C=O.C(=O)(O)[O-].[Na+].O. (2) Given the product [O:11]1[C:15]2[CH:16]=[CH:17][CH:18]=[CH:19][C:14]=2[N:13]=[C:12]1[C:20]1[C:21](=[O:22])[O:1][C:2]2[C:3]([CH:4]=1)=[CH:6][CH:7]=[C:8]([OH:10])[CH:9]=2, predict the reactants needed to synthesize it. The reactants are: [OH:1][C:2]1[CH:9]=[C:8]([OH:10])[CH:7]=[CH:6][C:3]=1[CH:4]=O.[O:11]1[C:15]2[CH:16]=[CH:17][CH:18]=[CH:19][C:14]=2[N:13]=[C:12]1[CH2:20][C:21](OCC)=[O:22].N1CCCCC1.C(O)(=O)C. (3) Given the product [F:23][C:24]([F:43])([F:42])[S:25]([O:1][C:2]1[C:3]([C:12]([O:14][CH3:15])=[O:13])=[CH:4][C:5]2[C:10]([CH:11]=1)=[CH:9][CH:8]=[CH:7][CH:6]=2)(=[O:27])=[O:26], predict the reactants needed to synthesize it. The reactants are: [OH:1][C:2]1[C:3]([C:12]([O:14][CH3:15])=[O:13])=[CH:4][C:5]2[C:10]([CH:11]=1)=[CH:9][CH:8]=[CH:7][CH:6]=2.C(N(CC)CC)C.[F:23][C:24]([F:43])([F:42])[S:25](N(C1C=CC=CC=1)[S:25]([C:24]([F:43])([F:42])[F:23])(=[O:27])=[O:26])(=[O:27])=[O:26]. (4) Given the product [F:1][C:2]1[CH:7]=[C:6]([O:8][CH:13]([CH3:14])[CH3:12])[CH:5]=[CH:4][C:3]=1[N+:9]([O-:11])=[O:10], predict the reactants needed to synthesize it. The reactants are: [F:1][C:2]1[C:3]([N+:9]([O-:11])=[O:10])=[CH:4][CH:5]=[C:6]([OH:8])[CH:7]=1.[CH3:12][CH:13](O)[CH3:14].C1(P(C2C=CC=CC=2)C2C=CC=CN=2)C=CC=CC=1.N(C(OC(C)(C)C)=O)=NC(OC(C)(C)C)=O.Cl.C(OCC)C. (5) Given the product [CH3:1][C:2]1[N:3]([Si:15]([CH:22]([CH3:24])[CH3:23])([CH:19]([CH3:21])[CH3:20])[CH:16]([CH3:18])[CH3:17])[CH:4]=[CH:5][C:6]=1[C:7]([O:9][CH2:10][CH3:11])=[O:8], predict the reactants needed to synthesize it. The reactants are: [CH3:1][C:2]1[NH:3][CH:4]=[CH:5][C:6]=1[C:7]([O:9][CH2:10][CH3:11])=[O:8].[H-].[Na+].Cl[Si:15]([CH:22]([CH3:24])[CH3:23])([CH:19]([CH3:21])[CH3:20])[CH:16]([CH3:18])[CH3:17]. (6) Given the product [CH:17]1([C:2]2[CH:7]=[CH:6][C:5]([C:8]#[C:9][C:10]3[N:11]=[C:12]([CH3:15])[S:13][CH:14]=3)=[CH:4][N:3]=2)[CH2:22][CH2:21][CH2:20][CH2:19][CH2:18]1, predict the reactants needed to synthesize it. The reactants are: Cl[C:2]1[CH:7]=[CH:6][C:5]([C:8]#[C:9][C:10]2[N:11]=[C:12]([CH3:15])[S:13][CH:14]=2)=[CH:4][N:3]=1.[Br-].[CH:17]1([Zn+])[CH2:22][CH2:21][CH2:20][CH2:19][CH2:18]1.C1COCC1. (7) Given the product [CH2:8]([C:16]1[CH:17]=[CH:18][C:19]([O:20][CH2:21][CH:22]([OH:23])[CH2:24][N:3]2[CH:7]=[CH:6][CH:5]=[CH:4]2)=[CH:25][CH:26]=1)[CH2:9][CH2:10][CH2:11][CH2:12][CH2:13][CH2:14][CH3:15], predict the reactants needed to synthesize it. The reactants are: [H-].[Na+].[NH:3]1[CH:7]=[CH:6][CH:5]=[CH:4]1.[CH2:8]([C:16]1[CH:26]=[CH:25][C:19]([O:20][CH2:21][CH:22]2[CH2:24][O:23]2)=[CH:18][CH:17]=1)[CH2:9][CH2:10][CH2:11][CH2:12][CH2:13][CH2:14][CH3:15].[Na+].[Cl-].